Dataset: Reaction yield outcomes from USPTO patents with 853,638 reactions. Task: Predict the reaction yield, written as a fraction of the theoretical maximum amount of product (1.0 means a 100% yield; for example, 0.34 means a 34% yield). (1) The reactants are [OH-].[Na+].C([O:5][C:6](=[O:22])[CH2:7][C:8]([NH:10][C:11]1[O:15][N:14]=[C:13]([C:16]2[CH:21]=[CH:20][CH:19]=[CH:18][CH:17]=2)[CH:12]=1)=[O:9])C. The catalyst is C1COCC1.O. The product is [C:16]1([C:13]2[CH:12]=[C:11]([NH:10][C:8](=[O:9])[CH2:7][C:6]([OH:22])=[O:5])[O:15][N:14]=2)[CH:17]=[CH:18][CH:19]=[CH:20][CH:21]=1. The yield is 0.643. (2) The reactants are [CH3:1][N:2]([CH3:14])[CH2:3][CH2:4][S:5]([N:8]1[CH2:13][CH2:12][NH:11][CH2:10][CH2:9]1)(=[O:7])=[O:6].Cl[C:16]1[N:21]=[C:20]([N:22]2[CH2:27][CH2:26][O:25][CH2:24][CH2:23]2)[N:19]=[C:18]([N:28]2[C:32]3[CH:33]=[CH:34][CH:35]=[CH:36][C:31]=3[N:30]=[C:29]2[CH:37]([F:39])[F:38])[N:17]=1.CCN(CC)CC. The catalyst is C1COCC1.O. The product is [F:39][CH:37]([F:38])[C:29]1[N:28]([C:18]2[N:19]=[C:20]([N:22]3[CH2:23][CH2:24][O:25][CH2:26][CH2:27]3)[N:21]=[C:16]([N:11]3[CH2:12][CH2:13][N:8]([S:5]([CH2:4][CH2:3][N:2]([CH3:14])[CH3:1])(=[O:6])=[O:7])[CH2:9][CH2:10]3)[N:17]=2)[C:32]2[CH:33]=[CH:34][CH:35]=[CH:36][C:31]=2[N:30]=1. The yield is 0.430. (3) The product is [F:30][C:11]1[CH:12]=[C:13]([O:17][C@H:18]2[CH2:23][CH2:22][CH2:21][CH2:20][C@@H:19]2[C:24]2[N:28]([CH3:29])[N:27]=[CH:26][CH:25]=2)[CH:14]=[C:15]([F:16])[C:10]=1[S:7]([NH:6][C:31]1[CH:36]=[CH:35][N:34]=[CH:33][N:32]=1)(=[O:8])=[O:9]. The yield is 0.300. The catalyst is ClCCl. The reactants are COC1C=C(OC)C=CC=1C[N:6]([C:31]1[CH:36]=[CH:35][N:34]=[CH:33][N:32]=1)[S:7]([C:10]1[C:15]([F:16])=[CH:14][C:13]([O:17][C@H:18]2[CH2:23][CH2:22][CH2:21][CH2:20][C@@H:19]2[C:24]2[N:28]([CH3:29])[N:27]=[CH:26][CH:25]=2)=[CH:12][C:11]=1[F:30])(=[O:9])=[O:8].C([SiH](CC)CC)C.FC(F)(F)C(O)=O. (4) The reactants are [Br:1][C:2]1[CH:14]=[CH:13][C:5]([CH2:6][C:7]2([C:11]#N)[CH2:10][CH2:9][CH2:8]2)=[C:4](I)[CH:3]=1.C([Li])(C)(C)C.C1C[O:24]CC1. No catalyst specified. The yield is 0.630. The product is [Br:1][C:2]1[CH:14]=[C:13]2[C:5]([CH2:6][C:7]3([CH2:10][CH2:9][CH2:8]3)[C:11]2=[O:24])=[CH:4][CH:3]=1. (5) The reactants are Cl[C:2]1[CH:7]=[CH:6][N:5]=[C:4]([C:8]2([CH3:13])[O:12][CH2:11][CH2:10][O:9]2)[CH:3]=1.[NH2:14][CH2:15][CH2:16][NH2:17]. No catalyst specified. The product is [CH3:13][C:8]1([C:4]2[CH:3]=[C:2]([NH:14][CH2:15][CH2:16][NH2:17])[CH:7]=[CH:6][N:5]=2)[O:12][CH2:11][CH2:10][O:9]1. The yield is 0.950. (6) The reactants are [Br:1][C:2]1[CH:3]=[C:4]([CH3:9])[CH:5]=[CH:6][C:7]=1[Br:8].[N+:10]([O-])([OH:12])=[O:11]. The catalyst is O. The product is [Br:8][C:7]1[CH:6]=[C:5]([N+:10]([O-:12])=[O:11])[C:4]([CH3:9])=[CH:3][C:2]=1[Br:1]. The yield is 0.770. (7) The reactants are [C:1]([C:5]1[CH:12]=[CH:11][C:8]([CH2:9]Br)=[CH:7][CH:6]=1)([CH3:4])([CH3:3])[CH3:2].C(=O)([O-])[O-].[K+].[K+].[C:19]([C:21]1[CH:26]=[CH:25][C:24]([CH2:27][CH2:28][CH:29](/[CH:41]=[CH:42]/[C:43]2[CH:48]=[CH:47][CH:46]=[CH:45][C:44]=2[OH:49])[CH2:30][C:31]2[CH:40]=[CH:39][C:34]([C:35]([O:37][CH3:38])=[O:36])=[CH:33][CH:32]=2)=[CH:23][CH:22]=1)#[N:20]. The catalyst is C(#N)C. The product is [C:1]([C:5]1[CH:12]=[CH:11][C:8]([CH2:9][O:49][C:44]2[CH:45]=[CH:46][CH:47]=[CH:48][C:43]=2/[CH:42]=[CH:41]/[CH:29]([CH2:28][CH2:27][C:24]2[CH:25]=[CH:26][C:21]([C:19]#[N:20])=[CH:22][CH:23]=2)[CH2:30][C:31]2[CH:40]=[CH:39][C:34]([C:35]([O:37][CH3:38])=[O:36])=[CH:33][CH:32]=2)=[CH:7][CH:6]=1)([CH3:4])([CH3:3])[CH3:2]. The yield is 0.920.